This data is from Catalyst prediction with 721,799 reactions and 888 catalyst types from USPTO. The task is: Predict which catalyst facilitates the given reaction. (1) Reactant: [F:1][C:2]1[CH:3]=[C:4]([C:8]2[CH:16]=[CH:15][C:11]([C:12]([OH:14])=O)=[CH:10][N:9]=2)[CH:5]=[CH:6][CH:7]=1.[CH2:17]([N:19]1[C:23]2[CH2:24][CH2:25][CH:26]([NH2:28])[CH2:27][C:22]=2[N:21]=[CH:20]1)[CH3:18].CN(C(ON1N=NC2C=CC=CC1=2)=[N+](C)C)C.F[P-](F)(F)(F)(F)F.C(N(CC)CC)C. Product: [CH2:17]([N:19]1[C:23]2[CH2:24][CH2:25][CH:26]([NH:28][C:12](=[O:14])[C:11]3[CH:15]=[CH:16][C:8]([C:4]4[CH:5]=[CH:6][CH:7]=[C:2]([F:1])[CH:3]=4)=[N:9][CH:10]=3)[CH2:27][C:22]=2[N:21]=[CH:20]1)[CH3:18]. The catalyst class is: 9. (2) Reactant: [NH2:1][C@H:2]([CH2:7][OH:8])[CH2:3][CH2:4][S:5][CH3:6].[S:9]1[C:13]2[CH:14]=[CH:15][CH:16]=[CH:17][C:12]=2[CH:11]=[C:10]1[C:18]1[O:22][C:21](=[O:23])[C:20]2([CH2:28][CH2:27][CH2:26][CH2:25][CH2:24]2)[N:19]=1.O. Product: [S:9]1[C:13]2[CH:14]=[CH:15][CH:16]=[CH:17][C:12]=2[CH:11]=[C:10]1[C:18]([NH:19][C:20]1([C:21]([NH:1][C@H:2]([CH2:7][OH:8])[CH2:3][CH2:4][S:5][CH3:6])=[O:23])[CH2:28][CH2:27][CH2:26][CH2:25][CH2:24]1)=[O:22]. The catalyst class is: 9. (3) Reactant: C(N(CC)CC)C.[Cl:8][C:9]1[C:10]([O:23][C:24]2[CH:25]=[N:26][C:27](F)=[C:28]([Cl:30])[CH:29]=2)=[CH:11][C:12]([F:22])=[C:13]([CH:21]=1)[C:14]([NH:16][S:17]([CH3:20])(=[O:19])=[O:18])=[O:15].Cl.[F:33][C:34]1([F:39])[CH2:38][CH2:37][NH:36][CH2:35]1.O. Product: [Cl:8][C:9]1[C:10]([O:23][C:24]2[CH:25]=[N:26][C:27]([N:36]3[CH2:37][CH2:38][C:34]([F:39])([F:33])[CH2:35]3)=[C:28]([Cl:30])[CH:29]=2)=[CH:11][C:12]([F:22])=[C:13]([CH:21]=1)[C:14]([NH:16][S:17]([CH3:20])(=[O:19])=[O:18])=[O:15]. The catalyst class is: 16. (4) Reactant: C(NC(C)C)(C)C.[Li]CCCC.[S:13]1[CH:17]=[CH:16][N:15]=[C:14]1[C:18]1[CH:25]=[CH:24][C:21]([C:22]#[N:23])=[C:20]([C:26]([F:29])([F:28])[F:27])[CH:19]=1.[C:30]([C:33]1[CH:38]=[CH:37][N:36]=[CH:35][CH:34]=1)(=[O:32])[CH3:31]. Product: [OH:32][C:30]([C:17]1[S:13][C:14]([C:18]2[CH:25]=[CH:24][C:21]([C:22]#[N:23])=[C:20]([C:26]([F:27])([F:28])[F:29])[CH:19]=2)=[N:15][CH:16]=1)([C:33]1[CH:38]=[CH:37][N:36]=[CH:35][CH:34]=1)[CH3:31]. The catalyst class is: 1. (5) Reactant: [CH:1]1([CH2:4][O:5][C:6]2[CH:7]=[C:8]([OH:13])[CH:9]=[C:10]([OH:12])[CH:11]=2)[CH2:3][CH2:2]1.C(=O)([O-])[O-].[K+].[K+].Br[CH2:21][CH2:22][CH3:23].Cl. Product: [CH:1]1([CH2:4][O:5][C:6]2[CH:11]=[C:10]([OH:12])[CH:9]=[C:8]([O:13][CH2:21][CH2:22][CH3:23])[CH:7]=2)[CH2:2][CH2:3]1. The catalyst class is: 31. (6) Reactant: ClC1SC(S([N:10]([S:22]([C:25]2[S:26][C:27]([Cl:30])=[CH:28][CH:29]=2)(=[O:24])=[O:23])[C:11]2[C:19]3[C:14](=[CH:15][CH:16]=[CH:17][C:18]=3[O:20][CH3:21])[NH:13][N:12]=2)(=O)=O)=CC=1.C1(P(C2C=CC=CC=2)C2C=CC=CC=2)C=CC=CC=1.[CH3:50][O:51][C:52]1[CH:53]=[C:54]([CH2:60]O)[CH:55]=[CH:56][C:57]=1[O:58][CH3:59].N(C(OC(C)C)=O)=NC(OC(C)C)=O.[OH-].[Na+]. Product: [CH3:50][O:51][C:52]1[CH:53]=[C:54]([CH2:60][N:13]2[C:14]3[C:19](=[C:18]([O:20][CH3:21])[CH:17]=[CH:16][CH:15]=3)[C:11]([NH:10][S:22]([C:25]3[S:26][C:27]([Cl:30])=[CH:28][CH:29]=3)(=[O:24])=[O:23])=[N:12]2)[CH:55]=[CH:56][C:57]=1[O:58][CH3:59]. The catalyst class is: 569.